This data is from Reaction yield outcomes from USPTO patents with 853,638 reactions. The task is: Predict the reaction yield, written as a fraction of the theoretical maximum amount of product (1.0 means a 100% yield; for example, 0.34 means a 34% yield). (1) The reactants are [F:1][C:2]1[CH:7]=[CH:6][C:5]([C:8]2[N:9]([Si](C(C)C)(C(C)C)C(C)C)[CH:10]=[C:11]([C:19]3(O)[CH2:25][CH:24]4[N:26]([CH3:27])[CH:21]([CH2:22][CH2:23]4)[CH2:20]3)[C:12]=2[C:13]2[CH:18]=[CH:17][N:16]=[CH:15][CH:14]=2)=[CH:4][CH:3]=1.C([SiH](CC)CC)C.FC(F)(F)C(O)=O.[F-].C([N+](CCCC)(CCCC)CCCC)CCC. No catalyst specified. The product is [F:1][C:2]1[CH:7]=[CH:6][C:5]([C:8]2[NH:9][CH:10]=[C:11]([C:19]3[CH2:25][CH:24]4[N:26]([CH3:27])[CH:21]([CH2:22][CH2:23]4)[CH:20]=3)[C:12]=2[C:13]2[CH:18]=[CH:17][N:16]=[CH:15][CH:14]=2)=[CH:4][CH:3]=1. The yield is 0.830. (2) The reactants are Br[CH:2]1[CH2:17][CH2:16][C:5]2=[C:6]([C:11]([O:13][CH2:14][CH3:15])=[O:12])[S:7][C:8]([S:9][CH3:10])=[C:4]2[C:3]1=O.[C:19]([NH2:22])(=[S:21])[CH3:20]. The catalyst is C(O)C. The product is [CH3:20][C:19]1[S:21][C:2]2[CH2:17][CH2:16][C:5]3=[C:6]([C:11]([O:13][CH2:14][CH3:15])=[O:12])[S:7][C:8]([S:9][CH3:10])=[C:4]3[C:3]=2[N:22]=1. The yield is 0.440. (3) The reactants are [CH3:1][O:2][CH2:3][O:4][C:5]1[CH:10]=[CH:9][C:8](/[CH:11]=[CH:12]/[C:13]([OH:15])=O)=[CH:7][CH:6]=1.CCN=C=NCCCN(C)C.C1C=CC2N(O)N=NC=2C=1.[CH2:37]([NH2:46])[CH2:38][CH2:39][CH2:40][CH2:41][CH2:42][CH2:43][CH2:44][CH3:45]. No catalyst specified. The product is [CH3:1][O:2][CH2:3][O:4][C:5]1[CH:6]=[CH:7][C:8](/[CH:11]=[CH:12]/[C:13]([NH:46][CH2:37][CH2:38][CH2:39][CH2:40][CH2:41][CH2:42][CH2:43][CH2:44][CH3:45])=[O:15])=[CH:9][CH:10]=1. The yield is 0.940. (4) The reactants are [C:1]1([CH3:10])[CH:6]=[CH:5][CH:4]=[C:3]([C:7]([OH:9])=[O:8])[CH:2]=1.[Br:11]N1C(=O)CCC1=O.C(OOC(C)(C)C)(=O)C1C=CC=CC=1. The catalyst is C(Cl)(Cl)(Cl)Cl. The product is [Br:11][CH2:10][C:1]1[CH:2]=[C:3]([CH:4]=[CH:5][CH:6]=1)[C:7]([OH:9])=[O:8]. The yield is 0.530.